The task is: Predict which catalyst facilitates the given reaction.. This data is from Catalyst prediction with 721,799 reactions and 888 catalyst types from USPTO. (1) Reactant: Br[CH:2]([CH3:16])[C:3]([C:5]1[CH:15]=[CH:14][C:8]2[NH:9][C:10](=[O:13])[CH2:11][S:12][C:7]=2[CH:6]=1)=[O:4].[OH:17][C:18]1([C:24]2[S:25][CH:26]=[CH:27][CH:28]=2)[CH2:23][CH2:22][NH:21][CH2:20][CH2:19]1.C(N(CC)CC)C.O. Product: [OH:17][C:18]1([C:24]2[S:25][CH:26]=[CH:27][CH:28]=2)[CH2:19][CH2:20][N:21]([CH:2]([CH3:16])[C:3]([C:5]2[CH:15]=[CH:14][C:8]3[NH:9][C:10](=[O:13])[CH2:11][S:12][C:7]=3[CH:6]=2)=[O:4])[CH2:22][CH2:23]1. The catalyst class is: 3. (2) Reactant: [Cl:1][C:2]1[CH:3]=[C:4]([NH:9][C:10]2[CH:11]=[CH:12][C:13]3[NH:18][C:17](=[O:19])[O:16][C:15]([CH2:25][CH3:26])([C:20]4[S:21][CH:22]=[CH:23][CH:24]=4)[C:14]=3[CH:27]=2)[CH:5]=[CH:6][C:7]=1[F:8].[CH3:28]C(C)([O-])C.[K+].CI. Product: [Cl:1][C:2]1[CH:3]=[C:4]([NH:9][C:10]2[CH:11]=[CH:12][C:13]3[N:18]([CH3:28])[C:17](=[O:19])[O:16][C:15]([CH2:25][CH3:26])([C:20]4[S:21][CH:22]=[CH:23][CH:24]=4)[C:14]=3[CH:27]=2)[CH:5]=[CH:6][C:7]=1[F:8]. The catalyst class is: 3. (3) Reactant: [CH3:1][O:2][CH2:3][C@@H:4]([O:6][C:7]1[CH:8]=[C:9]([CH:14]=[C:15]([O:17][C:18]2[CH:23]=[CH:22][C:21]([S:24]([CH3:27])(=[O:26])=[O:25])=[CH:20][CH:19]=2)[CH:16]=1)[C:10]([O:12]C)=[O:11])[CH3:5].[OH-].[Na+].C1COCC1.Cl. Product: [CH3:1][O:2][CH2:3][C@@H:4]([O:6][C:7]1[CH:8]=[C:9]([CH:14]=[C:15]([O:17][C:18]2[CH:19]=[CH:20][C:21]([S:24]([CH3:27])(=[O:25])=[O:26])=[CH:22][CH:23]=2)[CH:16]=1)[C:10]([OH:12])=[O:11])[CH3:5]. The catalyst class is: 5. (4) Reactant: [Cl:1][C:2]1[CH:22]=[CH:21][C:5]([CH2:6][O:7][C:8]2[CH:13]=[N:12][N:11](C3CCCCO3)[C:10](=[O:20])[CH:9]=2)=[CH:4][CH:3]=1.Cl. Product: [Cl:1][C:2]1[CH:3]=[CH:4][C:5]([CH2:6][O:7][C:8]2[CH:13]=[N:12][NH:11][C:10](=[O:20])[CH:9]=2)=[CH:21][CH:22]=1. The catalyst class is: 5.